This data is from Forward reaction prediction with 1.9M reactions from USPTO patents (1976-2016). The task is: Predict the product of the given reaction. Given the reactants [C:1]([C:3]1[CH:8]=[CH:7][C:6]([S:9](Cl)(=[O:11])=[O:10])=[CH:5][CH:4]=1)#[N:2].[N:13]1([C:19]2[CH:20]=[CH:21][C:22]3[N:23]([C:25]([C:28]([F:31])([F:30])[F:29])=[N:26][N:27]=3)[N:24]=2)[CH2:18][CH2:17][NH:16][CH2:15][CH2:14]1, predict the reaction product. The product is: [F:31][C:28]([F:29])([F:30])[C:25]1[N:23]2[C:22]([CH:21]=[CH:20][C:19]([N:13]3[CH2:18][CH2:17][N:16]([S:9]([C:6]4[CH:7]=[CH:8][C:3]([C:1]#[N:2])=[CH:4][CH:5]=4)(=[O:11])=[O:10])[CH2:15][CH2:14]3)=[N:24]2)=[N:27][N:26]=1.